Task: Predict the reaction yield, written as a fraction of the theoretical maximum amount of product (1.0 means a 100% yield; for example, 0.34 means a 34% yield).. Dataset: Reaction yield outcomes from USPTO patents with 853,638 reactions (1) The reactants are [CH2:1]([O:3][C:4]1[CH:13]=[C:12]2[C:7]([C:8]([NH:14][C:15]3[CH:20]=[CH:19][C:18]([O:21][C:22]4[CH:27]=[CH:26][CH:25]=[CH:24][CH:23]=4)=[CH:17][CH:16]=3)=[N:9][CH:10]=[N:11]2)=[CH:6][C:5]=1[NH:28][C:29](=[O:39])[CH2:30]P(=O)(OCC)OCC)[CH3:2].[CH3:40][N:41]([CH3:49])[CH2:42][CH:43](O)S([O-])(=O)=O.[Na+].[Li+].[Cl-].C(O[K])(C)(C)C. The catalyst is O.CC(=O)OCC.CS(C)=O. The product is [CH3:40][N:41]([CH3:49])[CH2:42]/[CH:43]=[CH:30]/[C:29]([NH:28][C:5]1[CH:6]=[C:7]2[C:12](=[CH:13][C:4]=1[O:3][CH2:1][CH3:2])[N:11]=[CH:10][N:9]=[C:8]2[NH:14][C:15]1[CH:16]=[CH:17][C:18]([O:21][C:22]2[CH:23]=[CH:24][CH:25]=[CH:26][CH:27]=2)=[CH:19][CH:20]=1)=[O:39]. The yield is 0.193. (2) The reactants are Br[C:2]1[N:6]=[CH:5][N:4]([C:7]2[CH:12]=[CH:11][C:10]([O:13][C:14]([F:17])([F:16])[F:15])=[CH:9][CH:8]=2)[N:3]=1.CC1(C)C(C)(C)OB([C:26]2[CH:31]=[CH:30][C:29]([CH2:32][C:33]([O:35][CH3:36])=[O:34])=[CH:28][CH:27]=2)O1.F[B-](F)(F)F.C([PH+](C(C)(C)C)C(C)(C)C)(C)(C)C.[F-].[Cs+]. The catalyst is O1CCOCC1.O.[Cl-].[Na+].O.C([O-])(=O)C.[Pd+2].C([O-])(=O)C. The product is [F:15][C:14]([F:17])([F:16])[O:13][C:10]1[CH:11]=[CH:12][C:7]([N:4]2[CH:5]=[N:6][C:2]([C:26]3[CH:31]=[CH:30][C:29]([CH2:32][C:33]([O:35][CH3:36])=[O:34])=[CH:28][CH:27]=3)=[N:3]2)=[CH:8][CH:9]=1. The yield is 0.820.